From a dataset of Forward reaction prediction with 1.9M reactions from USPTO patents (1976-2016). Predict the product of the given reaction. (1) Given the reactants [I:1][C:2]1[CH:7]=[C:6]([O:8][CH3:9])[N:5]=[CH:4][C:3]=1[NH:10]C(=O)C(C)(C)C, predict the reaction product. The product is: [I:1][C:2]1[CH:7]=[C:6]([O:8][CH3:9])[N:5]=[CH:4][C:3]=1[NH2:10]. (2) Given the reactants [Cl:1][C:2]1[CH:24]=[CH:23][C:5]([CH2:6][NH:7][C:8]([C:10]2[C:11](=[O:22])[C:12]3[CH:19]=[C:18]([CH2:20]Cl)[S:17][C:13]=3[N:14]([CH3:16])[CH:15]=2)=[O:9])=[CH:4][CH:3]=1.[Cl:25][C:26]1[O:30][C:29]([CH:31]([OH:35])[CH2:32][NH:33][CH3:34])=[CH:28][CH:27]=1.C(N(CC)C(C)C)(C)C, predict the reaction product. The product is: [Cl:1][C:2]1[CH:24]=[CH:23][C:5]([CH2:6][NH:7][C:8]([C:10]2[C:11](=[O:22])[C:12]3[CH:19]=[C:18]([CH2:20][N:33]([CH2:32][CH:31]([C:29]4[O:30][C:26]([Cl:25])=[CH:27][CH:28]=4)[OH:35])[CH3:34])[S:17][C:13]=3[N:14]([CH3:16])[CH:15]=2)=[O:9])=[CH:4][CH:3]=1. (3) Given the reactants Cl.[NH2:2][CH:3]1[CH2:8][CH2:7][N:6]([C:9]2[CH:14]=[C:13]([S:15][CH2:16][C:17]([NH:19][CH3:20])=[O:18])[CH:12]=[C:11]([Cl:21])[N:10]=2)[CH2:5][CH2:4]1.[Br:22][C:23]1[CH:24]=[C:25]([C:29](O)=[O:30])[NH:26][C:27]=1[CH3:28], predict the reaction product. The product is: [Br:22][C:23]1[CH:24]=[C:25]([C:29]([NH:2][CH:3]2[CH2:4][CH2:5][N:6]([C:9]3[CH:14]=[C:13]([S:15][CH2:16][C:17]([NH:19][CH3:20])=[O:18])[CH:12]=[C:11]([Cl:21])[N:10]=3)[CH2:7][CH2:8]2)=[O:30])[NH:26][C:27]=1[CH3:28].